This data is from Reaction yield outcomes from USPTO patents with 853,638 reactions. The task is: Predict the reaction yield, written as a fraction of the theoretical maximum amount of product (1.0 means a 100% yield; for example, 0.34 means a 34% yield). (1) The reactants are [Cl:1][C:2]1[CH:3]=[CH:4][C:5]([OH:8])=[N:6][CH:7]=1.[I-].C[N+]1C=CN([C:16](=[O:25])[N:17]([CH3:24])[C:18]2[CH:23]=[CH:22][CH:21]=[CH:20][CH:19]=2)C=1.C(N(CC)CC)C. The catalyst is C(#N)C. The product is [Cl:1][C:2]1[CH:3]=[CH:4][C:5]([O:8][C:16](=[O:25])[N:17]([CH3:24])[C:18]2[CH:23]=[CH:22][CH:21]=[CH:20][CH:19]=2)=[N:6][CH:7]=1. The yield is 0.990. (2) The yield is 0.210. The reactants are Br[C:2]1[N:3]=[C:4]([N:14]2[C:22]3[C:17](=[CH:18][C:19]([Cl:24])=[CH:20][C:21]=3[Cl:23])[CH2:16][CH2:15]2)[C:5](=[O:13])[N:6]([CH:8]([CH2:11][CH3:12])[CH2:9][CH3:10])[CH:7]=1.[CH3:25][N:26](C)C=O. The catalyst is O.[C-]#N.[Zn+2].[C-]#N.C1C=CC([P]([Pd]([P](C2C=CC=CC=2)(C2C=CC=CC=2)C2C=CC=CC=2)([P](C2C=CC=CC=2)(C2C=CC=CC=2)C2C=CC=CC=2)[P](C2C=CC=CC=2)(C2C=CC=CC=2)C2C=CC=CC=2)(C2C=CC=CC=2)C2C=CC=CC=2)=CC=1. The product is [Cl:24][C:19]1[CH:18]=[C:17]2[C:22](=[C:21]([Cl:23])[CH:20]=1)[N:14]([C:4]1[C:5](=[O:13])[N:6]([CH:8]([CH2:11][CH3:12])[CH2:9][CH3:10])[CH:7]=[C:2]([C:25]#[N:26])[N:3]=1)[CH2:15][CH2:16]2. (3) The reactants are [NH2:1][C:2]1[C:11]2[C:6](=[CH:7][CH:8]=[CH:9][CH:10]=2)[CH:5]=[CH:4][C:3]=1[C:12]([OH:21])([C:17]([F:20])([F:19])[F:18])[C:13]([F:16])([F:15])[F:14].[C:22](OC(=O)C)(=[O:24])[CH3:23]. No catalyst specified. The product is [F:20][C:17]([F:18])([F:19])[C:12]([C:3]1[CH:4]=[CH:5][C:6]2[C:11](=[CH:10][CH:9]=[CH:8][CH:7]=2)[C:2]=1[NH:1][C:22](=[O:24])[CH3:23])([OH:21])[C:13]([F:14])([F:15])[F:16]. The yield is 0.610. (4) The reactants are [H-].[H-].[H-].[H-].[Li+].[Al+3].[Si:7]([O:14][C@@H:15]1[C@@H:19]([F:20])[CH2:18][C@@H:17]([C:21](OCC)=[O:22])[CH2:16]1)([C:10]([CH3:13])([CH3:12])[CH3:11])([CH3:9])[CH3:8]. The catalyst is C1COCC1. The product is [Si:7]([O:14][C@@H:15]1[C@@H:19]([F:20])[CH2:18][C@@H:17]([CH2:21][OH:22])[CH2:16]1)([C:10]([CH3:13])([CH3:12])[CH3:11])([CH3:9])[CH3:8]. The yield is 0.760. (5) The reactants are C(OC([N:8]1[CH2:13][CH2:12][CH:11]([CH2:14][O:15][C:16](=[O:24])[CH2:17][C:18]2[CH:23]=[CH:22][CH:21]=[CH:20][CH:19]=2)[CH2:10][CH2:9]1)=O)(C)(C)C.Cl.CCOCC. The catalyst is CO. The product is [C:18]1([CH2:17][C:16]([O:15][CH2:14][CH:11]2[CH2:12][CH2:13][NH:8][CH2:9][CH2:10]2)=[O:24])[CH:19]=[CH:20][CH:21]=[CH:22][CH:23]=1. The yield is 0.780. (6) The product is [Br:1][C:2]1[CH:11]=[C:10]2[C:5]([N:6]=[CH:7][C:8]([C:17]3[CH:16]=[N:15][N:14]([CH3:13])[CH:18]=3)=[N:9]2)=[CH:4][CH:3]=1. The catalyst is C(=O)([O-])[O-].[K+].[K+].O1CCOCC1. The reactants are [Br:1][C:2]1[CH:11]=[C:10]2[C:5]([N:6]=[CH:7][C:8](Cl)=[N:9]2)=[CH:4][CH:3]=1.[CH3:13][N:14]1[CH:18]=[C:17](B2OC(C)(C)C(C)(C)O2)[CH:16]=[N:15]1.O. The yield is 0.570. (7) The reactants are [CH3:1][O:2][C:3](=[O:20])[C:4]1[CH:9]=[C:8]([N+:10]([O-])=O)[CH:7]=[C:6]([C:13]2[CH:18]=[CH:17][C:16]([CH3:19])=[CH:15][N:14]=2)[CH:5]=1.Cl[Sn]Cl. The catalyst is CO.C(OCC)(=O)C. The product is [CH3:1][O:2][C:3](=[O:20])[C:4]1[CH:5]=[C:6]([C:13]2[CH:18]=[CH:17][C:16]([CH3:19])=[CH:15][N:14]=2)[CH:7]=[C:8]([NH2:10])[CH:9]=1. The yield is 0.900. (8) The reactants are Br[C:2]1[C:10]2[O:9][CH2:8][CH:7]([C:11]3[CH:16]=[CH:15][C:14]([CH:17]([CH3:19])[CH3:18])=[CH:13][CH:12]=3)[C:6]=2[C:5]([CH3:20])=[C:4]([NH:21][C:22](=[O:28])[CH2:23][C:24]([CH3:27])([CH3:26])[CH3:25])[C:3]=1[CH3:29].[C:30]1(B(O)O)[CH:35]=[CH:34][CH:33]=[CH:32][CH:31]=1.C(=O)([O-])[O-].[Na+].[Na+].COCCOC. The catalyst is C(OCC)(=O)C.C1(P(C2C=CC=CC=2)C2C=CC=CC=2)C=CC=CC=1.C1(P(C2C=CC=CC=2)C2C=CC=CC=2)C=CC=CC=1.C1(P(C2C=CC=CC=2)C2C=CC=CC=2)C=CC=CC=1.C1(P(C2C=CC=CC=2)C2C=CC=CC=2)C=CC=CC=1.[Pd]. The product is [CH:17]([C:14]1[CH:13]=[CH:12][C:11]([CH:7]2[C:6]3[C:5]([CH3:20])=[C:4]([NH:21][C:22](=[O:28])[CH2:23][C:24]([CH3:25])([CH3:27])[CH3:26])[C:3]([CH3:29])=[C:2]([C:30]4[CH:35]=[CH:34][CH:33]=[CH:32][CH:31]=4)[C:10]=3[O:9][CH2:8]2)=[CH:16][CH:15]=1)([CH3:18])[CH3:19]. The yield is 0.570. (9) The reactants are [CH3:1]I.[NH2:3][C:4](=S)[CH2:5][C@H:6]1[C@H:12]([C:13]2[CH:18]=[CH:17][C:16]([Cl:19])=[C:15]([Cl:20])[CH:14]=2)[O:11][CH2:10][CH2:9][N:8](C(OC(C)(C)C)=O)[CH2:7]1.[C:29](=[O:32])([O-])[O-:30].[K+].[K+].[C:35]([NH:38][NH2:39])(=O)[CH3:36].C(=O)([O-])O.[Na+].[CH3:45][C:46]([CH3:48])=O. No catalyst specified. The product is [Cl:20][C:15]1[CH:14]=[C:13]([C@@H:12]2[O:11][CH2:10][CH2:9][N:8]([C:29]([O:30][C:46]([CH3:48])([CH3:1])[CH3:45])=[O:32])[CH2:7][C@H:6]2[CH2:5][C:4]2[NH:3][C:35]([CH3:36])=[N:38][N:39]=2)[CH:18]=[CH:17][C:16]=1[Cl:19]. The yield is 0.790.